This data is from Forward reaction prediction with 1.9M reactions from USPTO patents (1976-2016). The task is: Predict the product of the given reaction. (1) The product is: [N:1]1([CH:2]2[CH:11]([CH2:12][C:13]3[CH:14]=[CH:15][CH:16]=[CH:17][CH:18]=3)[C:10]3[CH:9]=[C:8]([C:19]#[N:20])[CH:7]=[CH:6][C:5]=3[CH2:4][CH2:3]2)[CH2:24][CH2:23][CH2:22]1. Given the reactants [NH2:1][CH:2]1[CH:11]([CH2:12][C:13]2[CH:18]=[CH:17][CH:16]=[CH:15][CH:14]=2)[C:10]2[CH:9]=[C:8]([C:19]#[N:20])[CH:7]=[CH:6][C:5]=2[CH2:4][CH2:3]1.Br[CH2:22][CH2:23][CH2:24]Br.C(N(CC)CC)C, predict the reaction product. (2) Given the reactants Cl.[NH:2]1[CH2:5][CH:4]([O:6][C:7]2[CH:11]=[C:10]([C:12]3[CH:17]=[CH:16][C:15]([Cl:18])=[CH:14][CH:13]=3)[N:9]([C:19]3[CH:24]=[CH:23][CH:22]=[CH:21][C:20]=3[O:25][CH3:26])[N:8]=2)[CH2:3]1.[CH3:27][C:28]1[C:32]([S:33](Cl)(=[O:35])=[O:34])=[C:31]([CH3:37])[O:30][N:29]=1, predict the reaction product. The product is: [Cl:18][C:15]1[CH:14]=[CH:13][C:12]([C:10]2[N:9]([C:19]3[CH:24]=[CH:23][CH:22]=[CH:21][C:20]=3[O:25][CH3:26])[N:8]=[C:7]([O:6][CH:4]3[CH2:3][N:2]([S:33]([C:32]4[C:28]([CH3:27])=[N:29][O:30][C:31]=4[CH3:37])(=[O:35])=[O:34])[CH2:5]3)[CH:11]=2)=[CH:17][CH:16]=1. (3) The product is: [NH2:22][C:17]1[CH:18]=[CH:19][CH:20]=[C:21]2[C:16]=1[NH:15][N:14]=[C:13]2[C:8]([C:5]1[CH:4]=[CH:3][C:2]([Cl:1])=[CH:7][CH:6]=1)([CH2:11][CH3:12])[C:9]#[N:10]. Given the reactants [Cl:1][C:2]1[CH:7]=[CH:6][C:5]([C:8]([C:13]2[C:21]3[C:16](=[C:17]([N+:22]([O-])=O)[CH:18]=[CH:19][CH:20]=3)[NH:15][N:14]=2)([CH2:11][CH3:12])[C:9]#[N:10])=[CH:4][CH:3]=1, predict the reaction product.